Dataset: CYP2C9 inhibition data for predicting drug metabolism from PubChem BioAssay. Task: Regression/Classification. Given a drug SMILES string, predict its absorption, distribution, metabolism, or excretion properties. Task type varies by dataset: regression for continuous measurements (e.g., permeability, clearance, half-life) or binary classification for categorical outcomes (e.g., BBB penetration, CYP inhibition). Dataset: cyp2c9_veith. The compound is CC1(C)[C@@H]2CC[C@]1(C)CN(CCC[N+](C)(C)C)C2. The result is 0 (non-inhibitor).